Dataset: Forward reaction prediction with 1.9M reactions from USPTO patents (1976-2016). Task: Predict the product of the given reaction. (1) Given the reactants [ClH:1].C(OCC)(=O)C.CC(OC([N:15]1[CH2:20][CH2:19][CH:18]([C:21]([NH:23][C:24]2[CH:29]=[CH:28][CH:27]=[C:26]([C:30]3[C:39]4[C:34](=[CH:35][C:36]([O:45][CH3:46])=[C:37]5[O:42][C:41]([CH3:44])([CH3:43])[CH2:40][C:38]5=4)[CH2:33][C:32]([CH3:48])([CH3:47])[N:31]=3)[CH:25]=2)=[O:22])[CH2:17][CH2:16]1)=O)(C)C.C(O)C, predict the reaction product. The product is: [ClH:1].[ClH:1].[CH3:46][O:45][C:36]1[CH:35]=[C:34]2[C:39](=[C:38]3[CH2:40][C:41]([CH3:44])([CH3:43])[O:42][C:37]=13)[C:30]([C:26]1[CH:25]=[C:24]([NH:23][C:21]([CH:18]3[CH2:17][CH2:16][NH:15][CH2:20][CH2:19]3)=[O:22])[CH:29]=[CH:28][CH:27]=1)=[N:31][C:32]([CH3:48])([CH3:47])[CH2:33]2. (2) Given the reactants C(N(CC)CC)C.[CH2:8]([O:15][C:16]1[CH:21]=[CH:20][C:19]([OH:22])=[C:18]([O:23][CH:24]([CH3:26])[CH3:25])[CH:17]=1)[C:9]1[CH:14]=[CH:13][CH:12]=[CH:11][CH:10]=1.[C:27](Cl)(=[O:34])[C:28]1[CH:33]=[CH:32][CH:31]=[CH:30][CH:29]=1.C1(C)C=CC=CC=1, predict the reaction product. The product is: [C:27]([O:22][C:19]1[CH:20]=[CH:21][C:16]([O:15][CH2:8][C:9]2[CH:10]=[CH:11][CH:12]=[CH:13][CH:14]=2)=[CH:17][C:18]=1[O:23][CH:24]([CH3:26])[CH3:25])(=[O:34])[C:28]1[CH:33]=[CH:32][CH:31]=[CH:30][CH:29]=1. (3) Given the reactants [F:1][C:2]1[CH:10]=[C:9]2[C:5]([C:6]([C:12]3[N:13]=[C:14]4[C:20]([C:21]([NH:23][CH:24]([C@H:26]5[CH2:29][C@H:28](OS(C)(=O)=O)[CH2:27]5)[CH3:25])=[O:22])=[CH:19][N:18]([CH2:35][O:36][CH2:37][CH2:38][Si:39]([CH3:42])([CH3:41])[CH3:40])[C:15]4=[N:16][CH:17]=3)=[N:7][N:8]2[CH3:11])=[CH:4][CH:3]=1.[C-:43]#[N:44].[K+].C1OCCOCCOCCOCCOCCOC1, predict the reaction product. The product is: [C:43]([C@@H:28]1[CH2:29][C@H:26]([CH:24]([NH:23][C:21]([C:20]2[C:14]3[C:15](=[N:16][CH:17]=[C:12]([C:6]4[C:5]5[C:9](=[CH:10][C:2]([F:1])=[CH:3][CH:4]=5)[N:8]([CH3:11])[N:7]=4)[N:13]=3)[N:18]([CH2:35][O:36][CH2:37][CH2:38][Si:39]([CH3:42])([CH3:40])[CH3:41])[CH:19]=2)=[O:22])[CH3:25])[CH2:27]1)#[N:44]. (4) Given the reactants [CH3:1][C:2]1[N:3]=[C:4]([NH:8][C:9](=[O:20])[C:10]2[CH:15]=[CH:14][C:13]([NH2:16])=[C:12]([N+:17]([O-])=O)[CH:11]=2)[S:5][C:6]=1[CH3:7], predict the reaction product. The product is: [CH3:1][C:2]1[N:3]=[C:4]([NH:8][C:9](=[O:20])[C:10]2[CH:15]=[CH:14][C:13]([NH2:16])=[C:12]([NH2:17])[CH:11]=2)[S:5][C:6]=1[CH3:7].